This data is from Catalyst prediction with 721,799 reactions and 888 catalyst types from USPTO. The task is: Predict which catalyst facilitates the given reaction. (1) Reactant: N[C:2]1[CH:3]=[C:4]([C:8]2[C:14]3[CH:15]=[C:16]([O:21][CH3:22])[C:17]([O:19][CH3:20])=[CH:18][C:13]=3[N:12]([CH3:23])[C:11](=[O:24])[CH2:10][N:9]=2)[CH:5]=[CH:6][CH:7]=1.CO[C:27]1[C:28](OC)=CC2N(C)C(=O)CN=C(C3C=CC=C([N+]([O-])=O)C=3)C=2[CH:48]=1.[CH3:51][OH:52]. Product: [CH3:22][O:21][C:16]1[C:17]([O:19][CH3:20])=[CH:18][C:13]2[N:12]([CH3:23])[C:11](=[O:24])[CH:10]([CH2:48][CH2:27][CH3:28])[N:9]=[C:8]([C:4]3[CH:5]=[CH:6][CH:7]=[C:2]([CH2:51][OH:52])[CH:3]=3)[C:14]=2[CH:15]=1. The catalyst class is: 45. (2) Reactant: C([O:3][C:4]([C:6]1[C:7]([CH3:30])=[C:8]([C:23]([O:25][C:26]([CH3:29])([CH3:28])[CH3:27])=[O:24])[NH:9][C:10]=1[CH2:11][CH2:12][CH2:13][NH:14][CH2:15][CH2:16][N:17]1[CH2:22][CH2:21][CH2:20][CH2:19][CH2:18]1)=O)C.C[Al](C)C. Product: [C:26]([O:25][C:23]([C:8]1[NH:9][C:10]2[CH2:11][CH2:12][CH2:13][N:14]([CH2:15][CH2:16][N:17]3[CH2:22][CH2:21][CH2:20][CH2:19][CH2:18]3)[C:4](=[O:3])[C:6]=2[C:7]=1[CH3:30])=[O:24])([CH3:29])([CH3:28])[CH3:27]. The catalyst class is: 11. (3) Reactant: [C:1]([O:5][C:6](=[O:19])[NH:7][C:8]1[CH:13]=[C:12]([O:14][CH3:15])[C:11]([CH3:16])=[C:10]([O:17][CH3:18])[CH:9]=1)([CH3:4])([CH3:3])[CH3:2].C1C(=O)N([Br:27])C(=O)C1. Product: [C:1]([O:5][C:6](=[O:19])[NH:7][C:8]1[CH:13]=[C:12]([O:14][CH3:15])[C:11]([CH3:16])=[C:10]([O:17][CH3:18])[C:9]=1[Br:27])([CH3:4])([CH3:3])[CH3:2]. The catalyst class is: 855. (4) Reactant: [CH3:1][C:2]1[CH:6]=[C:5]([CH3:7])[NH:4][C:3]=1[CH:8]=[C:9]1[C:17]2[C:12](=[CH:13][CH:14]=[CH:15][CH:16]=2)[NH:11][C:10]1=[O:18].C1C(=O)N([Br:26])C(=O)C1.C(OOC(=O)C1C=CC=CC=1)(=O)C1C=CC=CC=1. Product: [Br:26][C:6]1[C:2]([CH3:1])=[C:3]([CH:8]=[C:9]2[C:17]3[C:12](=[CH:13][CH:14]=[CH:15][CH:16]=3)[NH:11][C:10]2=[O:18])[NH:4][C:5]=1[CH3:7]. The catalyst class is: 53. (5) The catalyst class is: 5. Reactant: C[O:2][C:3](=[O:13])[CH:4]=[CH:5][C:6]1[CH:11]=[CH:10][C:9]([NH2:12])=[CH:8][CH:7]=1.[CH:14]1[C:26]2[CH:25]([CH2:27][O:28][C:29]([NH:31][C:32]([CH3:37])([CH3:36])[C:33](O)=[O:34])=[O:30])[C:24]3[C:19](=[CH:20][CH:21]=[CH:22][CH:23]=3)[C:18]=2[CH:17]=[CH:16][CH:15]=1.[OH-].[Na+]. Product: [CH:23]1[C:24]2[CH:25]([CH2:27][O:28][C:29]([NH:31][C:32]([CH3:37])([CH3:36])[C:33]([NH:12][C:9]3[CH:10]=[CH:11][C:6]([CH:5]=[CH:4][C:3]([OH:2])=[O:13])=[CH:7][CH:8]=3)=[O:34])=[O:30])[C:26]3[C:18](=[CH:17][CH:16]=[CH:15][CH:14]=3)[C:19]=2[CH:20]=[CH:21][CH:22]=1. (6) Reactant: [N+:1]([C:4]1[CH:5]=[CH:6][C:7]2[NH:12][CH2:11][CH2:10][O:9][C:8]=2[CH:13]=1)([O-:3])=[O:2].[H-].[Na+].Cl.Cl[CH2:18][CH2:19][N:20]([CH3:22])[CH3:21].O. Product: [CH3:21][N:20]([CH3:22])[CH2:19][CH2:18][N:12]1[CH2:11][CH2:10][O:9][C:8]2[CH:13]=[C:4]([N+:1]([O-:3])=[O:2])[CH:5]=[CH:6][C:7]1=2. The catalyst class is: 3.